Dataset: Peptide-MHC class II binding affinity with 134,281 pairs from IEDB. Task: Regression. Given a peptide amino acid sequence and an MHC pseudo amino acid sequence, predict their binding affinity value. This is MHC class II binding data. (1) The peptide sequence is DKLTGPFTVRYTTEG. The MHC is DRB5_0101 with pseudo-sequence DRB5_0101. The binding affinity (normalized) is 0. (2) The peptide sequence is YDKFLLNVSTVLTGK. The MHC is DRB1_0701 with pseudo-sequence DRB1_0701. The binding affinity (normalized) is 0.789. (3) The peptide sequence is DVKFPGGGQIVQGVY. The MHC is HLA-DQA10501-DQB10301 with pseudo-sequence HLA-DQA10501-DQB10301. The binding affinity (normalized) is 0.805. (4) The peptide sequence is CAVVIIGVLHQNFKD. The MHC is HLA-DQA10601-DQB10402 with pseudo-sequence HLA-DQA10601-DQB10402. The binding affinity (normalized) is 0. (5) The peptide sequence is EKKYFAATQFRPLAA. The MHC is HLA-DQA10301-DQB10302 with pseudo-sequence HLA-DQA10301-DQB10302. The binding affinity (normalized) is 0.209.